This data is from Reaction yield outcomes from USPTO patents with 853,638 reactions. The task is: Predict the reaction yield, written as a fraction of the theoretical maximum amount of product (1.0 means a 100% yield; for example, 0.34 means a 34% yield). (1) The reactants are [CH2:1]([C:4]1[C:5]([O:13][C:14](=[O:16])[CH3:15])=[CH:6][CH:7]=[C:8]2[C:12]=1[NH:11][N:10]=[CH:9]2)[CH:2]=[CH2:3].[CH2:17]([N:19]=[C:20]=[O:21])[CH3:18]. The catalyst is C1COCC1. The product is [CH2:1]([C:4]1[C:5]([O:13][C:14](=[O:16])[CH3:15])=[CH:6][CH:7]=[C:8]2[C:12]=1[N:11]([C:20](=[O:21])[NH:19][CH2:17][CH3:18])[N:10]=[CH:9]2)[CH:2]=[CH2:3]. The yield is 0.810. (2) The reactants are C[O:2][C:3]([C:5]1[CH:14]=[C:13]([O:15]COCC[Si](C)(C)C)[C:12]2[C:7](=[C:8]([Br:26])[CH:9]=[C:10]([O:24][CH3:25])[CH:11]=2)[N:6]=1)=[O:4].O1CCCC1.O.O.[OH-].[Li+]. The catalyst is CO. The product is [Br:26][C:8]1[CH:9]=[C:10]([O:24][CH3:25])[CH:11]=[C:12]2[C:7]=1[NH:6][C:5]([C:3]([OH:4])=[O:2])=[CH:14][C:13]2=[O:15]. The yield is 0.800. (3) The reactants are [C:1]([O:11][CH3:12])(=[O:10])[CH:2]=[CH:3][C:4]1[CH:9]=[CH:8][CH:7]=[CH:6][CH:5]=1.CC[C@H]1[C@H]2C[C@H]([C@H](OC3C4C(=CC=CC=4)C(O[C@H](C4C=CN=C5C=4C=C(OC)C=C5)[C@@H]4N5C[C@H](CC)[C@@H](CC5)C4)=NN=3)C3C=CN=C4C=3C=C([O:34]C)C=C4)N(CC2)C1.ClC1C=CC(C(O[NH:79][C:80](=[O:96])[O:81][CH2:82][CH:83]2[C:95]3[CH:94]=[CH:93][CH:92]=[CH:91][C:90]=3[C:89]3[C:84]2=[CH:85][CH:86]=[CH:87][CH:88]=3)=O)=CC=1. The catalyst is [Os](=O)(=O)(=O)=O. The product is [CH:85]1[C:84]2[CH:83]([CH2:82][O:81][C:80]([NH:79][C@@H:3]([C:4]3[CH:5]=[CH:6][CH:7]=[CH:8][CH:9]=3)[C@@H:2]([OH:34])[C:1]([O:11][CH3:12])=[O:10])=[O:96])[C:95]3[C:90](=[CH:91][CH:92]=[CH:93][CH:94]=3)[C:89]=2[CH:88]=[CH:87][CH:86]=1. The yield is 0.180. (4) The reactants are [CH3:1][O:2][C:3]1[CH:8]=[CH:7][C:6]([C:9]([C:11]2[CH:16]=[CH:15][C:14]([O:17][CH3:18])=[CH:13][CH:12]=2)=O)=[CH:5][CH:4]=1.[H-].[Na+].O1C2C=CC(C(C3C=C(OC)C=C(OC)C=3)=[CH:32][C:33]#[N:34])=CC=2OCC1. The catalyst is C1COCC1. The product is [CH3:1][O:2][C:3]1[CH:8]=[CH:7][C:6]([C:9]([C:11]2[CH:16]=[CH:15][C:14]([O:17][CH3:18])=[CH:13][CH:12]=2)=[CH:32][C:33]#[N:34])=[CH:5][CH:4]=1. The yield is 0.690. (5) The reactants are C([O:9][CH2:10][C@@H:11]1[C@@H:15]([F:16])[C@:14]([O:18]C(=O)C2C=CC=CC=2)([CH3:17])[C@H:13]([N:27]2[CH:35]=[N:34][C:33]3[C:28]2=[N:29][C:30]([NH2:37])=[N:31][C:32]=3Cl)[O:12]1)(=O)C1C=CC=CC=1.[CH3:38][CH2:39][O-:40].[Na+]. The catalyst is CCO. The product is [NH2:37][C:30]1[N:29]=[C:28]2[C:33]([N:34]=[CH:35][N:27]2[C@H:13]2[C@:14]([CH3:17])([OH:18])[C@H:15]([F:16])[C@@H:11]([CH2:10][OH:9])[O:12]2)=[C:32]([O:40][CH2:39][CH3:38])[N:31]=1. The yield is 0.650.